Dataset: Full USPTO retrosynthesis dataset with 1.9M reactions from patents (1976-2016). Task: Predict the reactants needed to synthesize the given product. Given the product [Cl:20][C:7]1[C:3]([C:2]([F:1])([F:11])[F:12])=[N:4][NH:5][C:6]=1[CH:8]([CH3:10])[CH3:9], predict the reactants needed to synthesize it. The reactants are: [F:1][C:2]([F:12])([F:11])[C:3]1[CH:7]=[C:6]([CH:8]([CH3:10])[CH3:9])[NH:5][N:4]=1.C1C(=O)N([Cl:20])C(=O)C1.